Regression. Given a target protein amino acid sequence and a drug SMILES string, predict the binding affinity score between them. We predict KIBA score (integrated kinase binding score). Dataset: kiba. From a dataset of Kinase inhibitor bioactivity data combining Ki, Kd, and IC50 measurements. (1) The drug is CC(C)c1nnc2ccc(-c3c(-c4ccc(F)cc4F)nc4occn34)nn12. The target protein (P51812) has sequence MPLAQLADPWQKMAVESPSDSAENGQQIMDEPMGEEEINPQTEEVSIKEIAITHHVKEGHEKADPSQFELLKVLGQGSFGKVFLVKKISGSDARQLYAMKVLKKATLKVRDRVRTKMERDILVEVNHPFIVKLHYAFQTEGKLYLILDFLRGGDLFTRLSKEVMFTEEDVKFYLAELALALDHLHSLGIIYRDLKPENILLDEEGHIKLTDFGLSKESIDHEKKAYSFCGTVEYMAPEVVNRRGHTQSADWWSFGVLMFEMLTGTLPFQGKDRKETMTMILKAKLGMPQFLSPEAQSLLRMLFKRNPANRLGAGPDGVEEIKRHSFFSTIDWNKLYRREIHPPFKPATGRPEDTFYFDPEFTAKTPKDSPGIPPSANAHQLFRGFSFVAITSDDESQAMQTVGVHSIVQQLHRNSIQFTDGYEVKEDIGVGSYSVCKRCIHKATNMEFAVKIIDKSKRDPTEEIEILLRYGQHPNIITLKDVYDDGKYVYVVTELMKGGE.... The KIBA score is 11.2. (2) The target protein (Q96PF2) has sequence MDDATVLRKKGYIVGINLGKGSYAKVKSAYSERLKFNVAVKIIDRKKTPTDFVERFLPREMDILATVNHGSIIKTYEIFETSDGRIYIIMELGVQGDLLEFIKCQGALHEDVARKMFRQLSSAVKYCHDLDIVHRDLKCENLLLDKDFNIKLSDFGFSKRCLRDSNGRIILSKTFCGSAAYAAPEVLQSIPYQPKVYDIWSLGVILYIMVCGSMPYDDSDIRKMLRIQKEHRVDFPRSKNLTCECKDLIYRMLQPDVSQRLHIDEILSHSWLQPPKPKATSSASFKREGEGKYRAECKLDTKTGLRPDHRPDHKLGAKTQHRLLVVPENENRMEDRLAETSRAKDHHISGAEVGKAST. The KIBA score is 11.9. The compound is O=C(Nc1cnccn1)Nc1ccnc2c(F)cccc12. (3) The small molecule is CC(C)c1cc(=O)[nH]c2[nH][nH]c(=O)c12. The target protein (O95819) has sequence MANDSPAKSLVDIDLSSLRDPAGIFELVEVVGNGTYGQVYKGRHVKTGQLAAIKVMDVTEDEEEEIKLEINMLKKYSHHRNIATYYGAFIKKSPPGHDDQLWLVMEFCGAGSITDLVKNTKGNTLKEDWIAYISREILRGLAHLHIHHVIHRDIKGQNVLLTENAEVKLVDFGVSAQLDRTVGRRNTFIGTPYWMAPEVIACDENPDATYDYRSDLWSCGITAIEMAEGAPPLCDMHPMRALFLIPRNPPPRLKSKKWSKKFFSFIEGCLVKNYMQRPSTEQLLKHPFIRDQPNERQVRIQLKDHIDRTRKKRGEKDETEYEYSGSEEEEEEVPEQEGEPSSIVNVPGESTLRRDFLRLQQENKERSEALRRQQLLQEQQLREQEEYKRQLLAERQKRIEQQKEQRRRLEEQQRREREARRQQEREQRRREQEEKRRLEELERRRKEEEERRRAEEEKRRVEREQEYIRRQLEEEQRHLEVLQQQLLQEQAMLLECRWRE.... The KIBA score is 10.1. (4) The compound is Cc1[nH]nc2ccc(-c3cncc(OCC(N)Cc4ccccc4)c3)cc12. The target protein (P07332) has sequence MGFSSELCSPQGHGVLQQMQEAELRLLEGMRKWMAQRVKSDREYAGLLHHMSLQDSGGQSRAISPDSPISQSWAEITSQTEGLSRLLRQHAEDLNSGPLSKLSLLIRERQQLRKTYSEQWQQLQQELTKTHSQDIEKLKSQYRALARDSAQAKRKYQEASKDKDRDKAKDKYVRSLWKLFAHHNRYVLGVRAAQLHHQHHHQLLLPGLLRSLQDLHEEMACILKEILQEYLEISSLVQDEVVAIHREMAAAAARIQPEAEYQGFLRQYGSAPDVPPCVTFDESLLEEGEPLEPGELQLNELTVESVQHTLTSVTDELAVATEMVFRRQEMVTQLQQELRNEEENTHPRERVQLLGKRQVLQEALQGLQVALCSQAKLQAQQELLQTKLEHLGPGEPPPVLLLQDDRHSTSSSEQEREGGRTPTLEILKSHISGIFRPKFSLPPPLQLIPEVQKPLHEQLWYHGAIPRAEVAELLVHSGDFLVRESQGKQEYVLSVLWDGL.... The KIBA score is 11.8.